This data is from Catalyst prediction with 721,799 reactions and 888 catalyst types from USPTO. The task is: Predict which catalyst facilitates the given reaction. (1) Product: [F:34][C:35]1[CH:36]=[CH:37][C:38]([N:41]2[C:45]3[CH:46]=[C:47]4[C@:52]([C:54](=[O:61])[C:55]5[CH:60]=[CH:59][CH:58]=[CH:57][N:56]=5)([CH2:53][C:44]=3[CH:43]=[N:42]2)[CH2:51][N:50]([S:62]([C:65]2[CH:66]=[C:67]([CH:71]=[CH:72][CH:73]=2)[C:68]([N:15]([CH3:16])[CH3:14])=[O:70])(=[O:64])=[O:63])[CH2:49][CH2:48]4)=[CH:39][CH:40]=1. The catalyst class is: 4. Reactant: C[NH3+].F[P-](F)(F)(F)(F)F.N1(OC(N(C)C)=[N+](C)C)[C:14]2[N:15]=[CH:16]C=CC=2N=N1.F[P-](F)(F)(F)(F)F.[F:34][C:35]1[CH:40]=[CH:39][C:38]([N:41]2[C:45]3[CH:46]=[C:47]4[C@:52]([C:54](=[O:61])[C:55]5[CH:60]=[CH:59][CH:58]=[CH:57][N:56]=5)([CH2:53][C:44]=3[CH:43]=[N:42]2)[CH2:51][N:50]([S:62]([C:65]2[CH:66]=[C:67]([CH:71]=[CH:72][CH:73]=2)[C:68]([OH:70])=O)(=[O:64])=[O:63])[CH2:49][CH2:48]4)=[CH:37][CH:36]=1.CNC.C(N(CC)CC)C. (2) Reactant: [CH3:1][N:2]1[CH2:7][CH2:6][N:5]([C:8]2[C:9]([N+:15]([O-])=O)=[C:10]([NH2:14])[CH:11]=[CH:12][CH:13]=2)[CH2:4][CH2:3]1. Product: [CH3:1][N:2]1[CH2:3][CH2:4][N:5]([C:8]2[CH:13]=[CH:12][CH:11]=[C:10]([NH2:14])[C:9]=2[NH2:15])[CH2:6][CH2:7]1. The catalyst class is: 19. (3) Reactant: [CH2:1]([O:3][C:4]([C@@H:6]1[CH2:8][C@H:7]1[C:9]1[CH:14]=[CH:13][CH:12]=[C:11](Br)[CH:10]=1)=[O:5])[CH3:2].[Cl:16][C:17]1[CH:22]=[CH:21][C:20](B(O)O)=[CH:19][CH:18]=1.C([O-])([O-])=O.[K+].[K+]. The catalyst class is: 564. Product: [CH2:1]([O:3][C:4]([C@@H:6]1[CH2:8][C@H:7]1[C:9]1[CH:10]=[C:11]([C:20]2[CH:21]=[CH:22][C:17]([Cl:16])=[CH:18][CH:19]=2)[CH:12]=[CH:13][CH:14]=1)=[O:5])[CH3:2]. (4) Reactant: [Cl:1][C:2]1[N:10]=[C:9]2[C:5]([CH:6]=[C:7](B(O)O)[N:8]2[CH3:11])=[CH:4][CH:3]=1.Br[C:16]1[C:21]([CH:22]=[O:23])=[CH:20][CH:19]=[CH:18][N:17]=1.C([O-])([O-])=O.[Na+].[Na+]. Product: [Cl:1][C:2]1[N:10]=[C:9]2[N:8]([CH3:11])[C:7]([C:19]3[CH:20]=[C:21]([CH:22]=[O:23])[CH:16]=[N:17][CH:18]=3)=[CH:6][C:5]2=[CH:4][CH:3]=1. The catalyst class is: 77. (5) Reactant: [C:1]1([P:7]([C:14]2[CH:19]=[CH:18][CH:17]=[CH:16][CH:15]=2)[C:8]2[CH:13]=[CH:12][CH:11]=[CH:10][CH:9]=2)[CH:6]=[CH:5][CH:4]=[CH:3][CH:2]=1.[Cl:20][CH2:21][C:22]1[CH:23]=[CH:24][C:25]2[O:30][CH2:29][C:28](=[O:31])[N:27]([CH2:32][CH2:33][CH2:34][O:35][CH3:36])[C:26]=2[CH:37]=1. Product: [Cl-:20].[CH3:36][O:35][CH2:34][CH2:33][CH2:32][N:27]1[C:26]2[CH:37]=[C:22]([CH2:21][P+:7]([C:1]3[CH:2]=[CH:3][CH:4]=[CH:5][CH:6]=3)([C:8]3[CH:13]=[CH:12][CH:11]=[CH:10][CH:9]=3)[C:14]3[CH:15]=[CH:16][CH:17]=[CH:18][CH:19]=3)[CH:23]=[CH:24][C:25]=2[O:30][CH2:29][C:28]1=[O:31]. The catalyst class is: 113.